From a dataset of Full USPTO retrosynthesis dataset with 1.9M reactions from patents (1976-2016). Predict the reactants needed to synthesize the given product. (1) Given the product [N:34]1([C@H:32]2[CH2:33][C@H:30]([O:1][C:2]3[CH:3]=[CH:4][C:5]([C:8]4[S:9][C:10]5[CH2:15][CH2:14][CH2:13][NH:12][C:11]=5[N:16]=4)=[CH:6][CH:7]=3)[CH2:31]2)[CH2:39][CH2:38][CH2:37][CH2:36][CH2:35]1, predict the reactants needed to synthesize it. The reactants are: [OH:1][C:2]1[CH:7]=[CH:6][C:5]([C:8]2[S:9][C:10]3[CH2:15][CH2:14][CH2:13][NH:12][C:11]=3[N:16]=2)=[CH:4][CH:3]=1.[H-].[Na+].CC1C=CC(S(O[C@H:30]2[CH2:33][C@@H:32]([N:34]3[CH2:39][CH2:38][CH2:37][CH2:36][CH2:35]3)[CH2:31]2)(=O)=O)=CC=1. (2) Given the product [F:36][C:2]1([F:1])[CH2:5][CH:4]([O:6][C:7]2[CH:12]=[CH:11][N:10]=[C:9]([CH2:13][C:14]([NH:16][C:17]3[N:22]=[N:21][C:20]([CH2:23][CH2:24][C@@H:25]([F:35])[CH2:26][N:27]4[CH:31]=[C:30]([C:32]([NH:38][CH3:37])=[O:34])[N:29]=[N:28]4)=[CH:19][CH:18]=3)=[O:15])[CH:8]=2)[CH2:3]1, predict the reactants needed to synthesize it. The reactants are: [F:1][C:2]1([F:36])[CH2:5][CH:4]([O:6][C:7]2[CH:12]=[CH:11][N:10]=[C:9]([CH2:13][C:14]([NH:16][C:17]3[N:22]=[N:21][C:20]([CH2:23][CH2:24][C@@H:25]([F:35])[CH2:26][N:27]4[CH:31]=[C:30]([C:32]([OH:34])=O)[N:29]=[N:28]4)=[CH:19][CH:18]=3)=[O:15])[CH:8]=2)[CH2:3]1.[CH3:37][N:38](C(ON1N=NC2C=CC=NC1=2)=[N+](C)C)C.F[P-](F)(F)(F)(F)F.CCN(C(C)C)C(C)C.CN.C1COCC1.